This data is from Full USPTO retrosynthesis dataset with 1.9M reactions from patents (1976-2016). The task is: Predict the reactants needed to synthesize the given product. (1) Given the product [CH2:1]([O:3][C:4]([C:5]1[CH:10]([CH3:11])[NH:16][C:14]([OH:15])=[N:13][C:6]=1[CH3:7])=[O:9])[CH3:2], predict the reactants needed to synthesize it. The reactants are: [CH2:1]([O:3][C:4](=[O:9])[CH2:5][C:6](=O)[CH3:7])[CH3:2].[CH:10](=O)[CH3:11].[NH2:13][C:14]([NH2:16])=[O:15]. (2) Given the product [ClH:44].[C:1]([CH2:4][CH2:5][CH2:6][NH:7][C:8](=[O:43])[C@H:9]([CH3:42])[CH2:10][C@H:11]([OH:41])[C@@H:12]([NH2:33])[CH2:13][C@@H:14]([CH:30]([CH3:32])[CH3:31])[CH2:15][C:16]1[CH:21]=[CH:20][C:19]([O:22][CH3:23])=[C:18]([O:24][CH2:25][CH2:26][CH2:27][O:28][CH3:29])[CH:17]=1)(=[O:3])[NH2:2], predict the reactants needed to synthesize it. The reactants are: [C:1]([CH2:4][CH2:5][CH2:6][NH:7][C:8](=[O:43])[C@H:9]([CH3:42])[CH2:10][C@H:11]([OH:41])[C@@H:12]([NH:33]C(OC(C)(C)C)=O)[CH2:13][C@@H:14]([CH:30]([CH3:32])[CH3:31])[CH2:15][C:16]1[CH:21]=[CH:20][C:19]([O:22][CH3:23])=[C:18]([O:24][CH2:25][CH2:26][CH2:27][O:28][CH3:29])[CH:17]=1)(=[O:3])[NH2:2].[ClH:44]. (3) Given the product [Br:29][C:30]1[CH:31]=[C:32]([CH2:37][NH:38][C:23](=[O:24])[CH2:22][C:21]([NH:20][CH2:19][C:10]2[C:11]([NH:12][CH:13]3[CH2:14][CH2:15][O:16][CH2:17][CH2:18]3)=[C:6]3[CH:5]=[N:4][N:3]([CH2:1][CH3:2])[C:7]3=[N:8][C:9]=2[CH2:27][CH3:28])=[O:26])[CH:33]=[CH:34][C:35]=1[Cl:36], predict the reactants needed to synthesize it. The reactants are: [CH2:1]([N:3]1[C:7]2=[N:8][C:9]([CH2:27][CH3:28])=[C:10]([CH2:19][NH:20][C:21](=[O:26])[CH2:22][C:23](O)=[O:24])[C:11]([NH:12][CH:13]3[CH2:18][CH2:17][O:16][CH2:15][CH2:14]3)=[C:6]2[CH:5]=[N:4]1)[CH3:2].[Br:29][C:30]1[CH:31]=[C:32]([CH2:37][NH2:38])[CH:33]=[CH:34][C:35]=1[Cl:36].CN(C(ON1N=NC2C=CC=NC1=2)=[N+](C)C)C.F[P-](F)(F)(F)(F)F.C(N(CC)CC)C. (4) Given the product [OH:8][C:6]1[CH:7]=[C:2]2[C:3]([C:9](=[O:11])[CH:10]=[CH:12][O:1]2)=[CH:4][CH:5]=1, predict the reactants needed to synthesize it. The reactants are: [OH:1][C:2]1[CH:7]=[C:6]([OH:8])[CH:5]=[CH:4][C:3]=1[C:9](=[O:11])[CH3:10].[CH:12](OCC)(OCC)OCC.Cl(O)(=O)(=O)=O. (5) Given the product [S:3]1[CH:4]=[CH:5][N:6]=[C:2]1[C:10]1[CH:11]=[CH:12][CH:13]=[CH:14][C:9]=1[CH2:8][OH:7], predict the reactants needed to synthesize it. The reactants are: Br[C:2]1[S:3][CH:4]=[CH:5][N:6]=1.[OH:7][CH2:8][C:9]1[CH:14]=[CH:13][CH:12]=[CH:11][C:10]=1B(O)O.C(=O)([O-])[O-].[Na+].[Na+].O. (6) Given the product [CH3:10][N:6]([CH2:11][C@H:12]([NH:13][C:14]([C:16]1[C:20]([Br:21])=[C:19]([NH:22][C:23](=[O:31])[C:24]2[CH:29]=[CH:28][CH:27]=[CH:26][C:25]=2[Cl:30])[NH:18][N:17]=1)=[O:15])[CH2:3][CH3:4])[CH3:7], predict the reactants needed to synthesize it. The reactants are: N1C=[CH:4][CH:3]=N1.[N:6]1([CH:11](C)[CH2:12][NH:13][C:14]([C:16]2[C:20]([Br:21])=[C:19]([NH:22][C:23](=[O:31])[C:24]3[CH:29]=[CH:28][CH:27]=[CH:26][C:25]=3[Cl:30])[NH:18][N:17]=2)=[O:15])[CH2:10]CC[CH2:7]1.